From a dataset of NCI-60 drug combinations with 297,098 pairs across 59 cell lines. Regression. Given two drug SMILES strings and cell line genomic features, predict the synergy score measuring deviation from expected non-interaction effect. (1) Drug 1: CC1C(C(=O)NC(C(=O)N2CCCC2C(=O)N(CC(=O)N(C(C(=O)O1)C(C)C)C)C)C(C)C)NC(=O)C3=C4C(=C(C=C3)C)OC5=C(C(=O)C(=C(C5=N4)C(=O)NC6C(OC(=O)C(N(C(=O)CN(C(=O)C7CCCN7C(=O)C(NC6=O)C(C)C)C)C)C(C)C)C)N)C. Drug 2: C1CNP(=O)(OC1)N(CCCl)CCCl. Cell line: NCI-H460. Synergy scores: CSS=34.7, Synergy_ZIP=-0.196, Synergy_Bliss=-0.485, Synergy_Loewe=-22.2, Synergy_HSA=-2.35. (2) Synergy scores: CSS=19.8, Synergy_ZIP=0.0131, Synergy_Bliss=5.58, Synergy_Loewe=-23.5, Synergy_HSA=0.630. Drug 1: C1=CN(C=N1)CC(O)(P(=O)(O)O)P(=O)(O)O. Cell line: HT29. Drug 2: CC1C(C(CC(O1)OC2CC(CC3=C2C(=C4C(=C3O)C(=O)C5=C(C4=O)C(=CC=C5)OC)O)(C(=O)CO)O)N)O.Cl. (3) Drug 1: CS(=O)(=O)C1=CC(=C(C=C1)C(=O)NC2=CC(=C(C=C2)Cl)C3=CC=CC=N3)Cl. Drug 2: CC1=CC2C(CCC3(C2CCC3(C(=O)C)OC(=O)C)C)C4(C1=CC(=O)CC4)C. Cell line: RXF 393. Synergy scores: CSS=10.7, Synergy_ZIP=-1.54, Synergy_Bliss=2.10, Synergy_Loewe=-7.95, Synergy_HSA=-1.90. (4) Drug 1: CN1CCC(CC1)COC2=C(C=C3C(=C2)N=CN=C3NC4=C(C=C(C=C4)Br)F)OC. Drug 2: B(C(CC(C)C)NC(=O)C(CC1=CC=CC=C1)NC(=O)C2=NC=CN=C2)(O)O. Cell line: HCT-15. Synergy scores: CSS=6.25, Synergy_ZIP=-3.12, Synergy_Bliss=-3.58, Synergy_Loewe=-3.52, Synergy_HSA=-3.14. (5) Drug 1: CC(C1=C(C=CC(=C1Cl)F)Cl)OC2=C(N=CC(=C2)C3=CN(N=C3)C4CCNCC4)N. Drug 2: CCN(CC)CCNC(=O)C1=C(NC(=C1C)C=C2C3=C(C=CC(=C3)F)NC2=O)C. Cell line: OVCAR-4. Synergy scores: CSS=-2.31, Synergy_ZIP=0.834, Synergy_Bliss=-2.48, Synergy_Loewe=-2.28, Synergy_HSA=-3.97. (6) Drug 1: CN(C)C1=NC(=NC(=N1)N(C)C)N(C)C. Drug 2: C1=NNC2=C1C(=O)NC=N2. Cell line: SR. Synergy scores: CSS=-3.08, Synergy_ZIP=-0.929, Synergy_Bliss=-4.91, Synergy_Loewe=-6.32, Synergy_HSA=-4.97. (7) Drug 1: CC1=C(C(=O)C2=C(C1=O)N3CC4C(C3(C2COC(=O)N)OC)N4)N. Drug 2: COC1=C2C(=CC3=C1OC=C3)C=CC(=O)O2. Cell line: MCF7. Synergy scores: CSS=16.9, Synergy_ZIP=-4.74, Synergy_Bliss=-1.02, Synergy_Loewe=-11.8, Synergy_HSA=-1.32.